From a dataset of Peptide-MHC class I binding affinity with 185,985 pairs from IEDB/IMGT. Regression. Given a peptide amino acid sequence and an MHC pseudo amino acid sequence, predict their binding affinity value. This is MHC class I binding data. (1) The peptide sequence is KLGGGQYGK. The MHC is HLA-A68:01 with pseudo-sequence HLA-A68:01. The binding affinity (normalized) is 0. (2) The peptide sequence is VSQLFSML. The MHC is H-2-Db with pseudo-sequence H-2-Db. The binding affinity (normalized) is 0.0274. (3) The peptide sequence is LIVAALVFL. The MHC is HLA-A02:02 with pseudo-sequence HLA-A02:02. The binding affinity (normalized) is 0.793.